This data is from Full USPTO retrosynthesis dataset with 1.9M reactions from patents (1976-2016). The task is: Predict the reactants needed to synthesize the given product. (1) The reactants are: CN(C)CCCN=C=NCC.[NH2:12][C:13]1[CH:18]=[CH:17][C:16]([N:19]([CH2:27][CH2:28][C:29]2[CH:34]=[CH:33][CH:32]=[CH:31][N:30]=2)C(=O)OC(C)(C)C)=[CH:15][CH:14]=1.[Cl:35][C:36]1[CH:44]=[CH:43][C:39]([C:40](O)=[O:41])=[C:38]([N:45]([CH3:47])[CH3:46])[CH:37]=1.ON1C2C=CC=CC=2N=N1.Cl.C(=O)([O-])[O-].[K+].[K+]. Given the product [Cl:35][C:36]1[CH:44]=[CH:43][C:39]([C:40]([NH:12][C:13]2[CH:14]=[CH:15][C:16]([NH:19][CH2:27][CH2:28][C:29]3[CH:34]=[CH:33][CH:32]=[CH:31][N:30]=3)=[CH:17][CH:18]=2)=[O:41])=[C:38]([N:45]([CH3:47])[CH3:46])[CH:37]=1, predict the reactants needed to synthesize it. (2) Given the product [C:5]([O:9][C:10](=[O:44])[NH:11][C@H:12]1[CH2:17][CH2:16][CH2:15][CH2:14][C@H:13]1[NH:18][C:19]1[C:24]([F:25])=[CH:23][C:22]([C:26]#[N:27])=[C:21]([NH:28][C:29]2[CH:30]=[N:31][CH:32]=[C:33]([C:35]3[CH:40]=[CH:39][CH:38]=[C:37]([NH2:41])[CH:36]=3)[CH:34]=2)[N:20]=1)([CH3:8])([CH3:6])[CH3:7], predict the reactants needed to synthesize it. The reactants are: C([O-])=O.[NH4+].[C:5]([O:9][C:10](=[O:44])[NH:11][C@H:12]1[CH2:17][CH2:16][CH2:15][CH2:14][C@H:13]1[NH:18][C:19]1[C:24]([F:25])=[CH:23][C:22]([C:26]#[N:27])=[C:21]([NH:28][C:29]2[CH:30]=[N:31][CH:32]=[C:33]([C:35]3[CH:40]=[CH:39][CH:38]=[C:37]([N+:41]([O-])=O)[CH:36]=3)[CH:34]=2)[N:20]=1)([CH3:8])([CH3:7])[CH3:6]. (3) The reactants are: [NH2:1][C:2]1[CH:7]=[CH:6][CH:5]=[CH:4][N:3]=1.[CH:8]1([N+:14]#[C-:15])[CH2:13][CH2:12][CH2:11][CH2:10][CH2:9]1.[Br:16][C:17]1[CH:21]=[CH:20][S:19][C:18]=1[CH:22]=O. Given the product [Br:16][C:17]1[CH:21]=[CH:20][S:19][C:18]=1[C:22]1[N:1]=[C:2]2[CH:7]=[CH:6][CH:5]=[CH:4][N:3]2[C:15]=1[NH:14][CH:8]1[CH2:13][CH2:12][CH2:11][CH2:10][CH2:9]1, predict the reactants needed to synthesize it. (4) Given the product [Br:8][C:5]1[CH:6]=[CH:7][C:2]([NH:1][C:11](=[O:13])[CH3:12])=[C:3]([CH2:9][OH:10])[CH:4]=1, predict the reactants needed to synthesize it. The reactants are: [NH2:1][C:2]1[CH:7]=[CH:6][C:5]([Br:8])=[CH:4][C:3]=1[CH2:9][OH:10].[C:11](Cl)(=[O:13])[CH3:12]. (5) Given the product [Cl:15][S:11]([C:6]1[CH:7]=[CH:8][C:9]2[C:4](=[CH:3][C:2](=[O:10])[N:1]=2)[CH:5]=1)(=[O:13])=[O:12], predict the reactants needed to synthesize it. The reactants are: [NH:1]1[C:9]2[C:4](=[CH:5][CH:6]=[CH:7][CH:8]=2)[CH2:3][C:2]1=[O:10].[S:11]([Cl:15])(=O)(=[O:13])[OH:12]. (6) Given the product [CH:49]1([NH:48][C:36]([NH:18][C:17]2[CH:19]=[CH:20][C:14]([C:12]3[N:13]=[C:8]([N:7]4[CH2:6][CH2:5][O:4][CH2:3][C@@H:2]4[CH3:1])[C:9]4[CH2:24][CH2:23][N:22]([C:25]5[N:26]=[CH:27][CH:28]=[CH:29][N:30]=5)[CH2:21][C:10]=4[N:11]=3)=[CH:15][CH:16]=2)=[O:31])[CH2:52][CH2:51][CH2:50]1, predict the reactants needed to synthesize it. The reactants are: [CH3:1][C@@H:2]1[N:7]([C:8]2[C:9]3[CH2:24][CH2:23][N:22]([C:25]4[N:30]=[CH:29][CH:28]=[CH:27][N:26]=4)[CH2:21][C:10]=3[N:11]=[C:12]([C:14]3[CH:20]=[CH:19][C:17]([NH2:18])=[CH:16][CH:15]=3)[N:13]=2)[CH2:6][CH2:5][O:4][CH2:3]1.[O:31]1[CH2:36]COCC1.C(N(CC)CC)C.C(Cl)(Cl)=O.[NH2:48][CH:49]1[CH2:52][CH2:51][CH2:50]1. (7) Given the product [F:18][C:17]1([F:19])[C:14]2([CH3:20])[CH:13]1[CH2:12][C:11]1[C:10]([C:21]([O:23][CH2:24][CH3:25])=[O:22])=[N:9][N:8]([C:4]3[CH:5]=[CH:6][CH:7]=[C:2]([C:27]#[C:26][C@:28]4([OH:35])[CH2:32][CH2:31][N:30]([CH3:33])[C:29]4=[O:34])[CH:3]=3)[C:16]=1[CH2:15]2, predict the reactants needed to synthesize it. The reactants are: Br[C:2]1[CH:3]=[C:4]([N:8]2[C:16]3[CH2:15][C:14]4([CH3:20])[C:17]([F:19])([F:18])[CH:13]4[CH2:12][C:11]=3[C:10]([C:21]([O:23][CH2:24][CH3:25])=[O:22])=[N:9]2)[CH:5]=[CH:6][CH:7]=1.[C:26]([C@:28]1([OH:35])[CH2:32][CH2:31][N:30]([CH3:33])[C:29]1=[O:34])#[CH:27].